From a dataset of Forward reaction prediction with 1.9M reactions from USPTO patents (1976-2016). Predict the product of the given reaction. The product is: [F:30][C:31]1[CH:36]=[CH:35][C:34]([CH2:37][C:38](=[O:39])[CH2:26][C:25]([C:23]2[N:22]=[CH:21][N:20]([C:1]([C:14]3[CH:15]=[CH:16][CH:17]=[CH:18][CH:19]=3)([C:8]3[CH:9]=[CH:10][CH:11]=[CH:12][CH:13]=3)[C:2]3[CH:7]=[CH:6][CH:5]=[CH:4][CH:3]=3)[CH:24]=2)=[O:27])=[CH:33][CH:32]=1. Given the reactants [C:1]([N:20]1[CH:24]=[C:23]([C:25](=[O:27])[CH3:26])[N:22]=[CH:21]1)([C:14]1[CH:19]=[CH:18][CH:17]=[CH:16][CH:15]=1)([C:8]1[CH:13]=[CH:12][CH:11]=[CH:10][CH:9]=1)[C:2]1[CH:7]=[CH:6][CH:5]=[CH:4][CH:3]=1.[H-].[Na+].[F:30][C:31]1[CH:36]=[CH:35][C:34]([CH2:37][C:38](OC)=[O:39])=[CH:33][CH:32]=1, predict the reaction product.